From a dataset of Catalyst prediction with 721,799 reactions and 888 catalyst types from USPTO. Predict which catalyst facilitates the given reaction. (1) The catalyst class is: 5. Reactant: [OH:1][C@@:2]1([CH3:41])[CH2:8][N:7](C(OC(C)(C)C)=O)[CH2:6][CH2:5][N:4]([C:16]2[CH:21]=[CH:20][CH:19]=[C:18]([N:22]3[C:30]4[CH:29]=[C:28]([C:31]5[CH:32]=[N:33][N:34]([CH2:36][C:37]([F:40])([F:39])[F:38])[CH:35]=5)[N:27]=[CH:26][C:25]=4[CH:24]=[N:23]3)[N:17]=2)[CH2:3]1.Cl. Product: [CH3:41][C@@:2]1([OH:1])[CH2:3][N:4]([C:16]2[CH:21]=[CH:20][CH:19]=[C:18]([N:22]3[C:30]4[CH:29]=[C:28]([C:31]5[CH:32]=[N:33][N:34]([CH2:36][C:37]([F:40])([F:39])[F:38])[CH:35]=5)[N:27]=[CH:26][C:25]=4[CH:24]=[N:23]3)[N:17]=2)[CH2:5][CH2:6][NH:7][CH2:8]1. (2) The catalyst class is: 16. Reactant: [Cl:1][C:2]1[CH:7]=[C:6]([N+:8]([O-:10])=[O:9])[C:5]([O:11][CH3:12])=[CH:4][C:3]=1F.C([O-])([O-])=O.[K+].[K+].FC(F)(F)C(O)=O.FC(F)(F)C(O)=O.[NH:34]1[CH2:39][CH2:38][CH:37]([N:40]2[CH2:45][CH2:44][N:43]([C:46]([O:48][CH2:49][C:50]3[CH:55]=[CH:54][CH:53]=[CH:52][CH:51]=3)=[O:47])[CH2:42][CH2:41]2)[CH2:36][CH2:35]1.O. Product: [Cl:1][C:2]1[CH:7]=[C:6]([N+:8]([O-:10])=[O:9])[C:5]([O:11][CH3:12])=[CH:4][C:3]=1[N:34]1[CH2:39][CH2:38][CH:37]([N:40]2[CH2:41][CH2:42][N:43]([C:46]([O:48][CH2:49][C:50]3[CH:55]=[CH:54][CH:53]=[CH:52][CH:51]=3)=[O:47])[CH2:44][CH2:45]2)[CH2:36][CH2:35]1. (3) Reactant: [Br:1][C:2]1[CH:7]=[CH:6][C:5]([C:8](=[O:11])[CH2:9][Cl:10])=[C:4]([Cl:12])[CH:3]=1.[C:13]([Mg]Br)#[C:14][CH3:15]. Product: [Br:1][C:2]1[CH:7]=[CH:6][C:5]([C:8]([OH:11])([C:13]#[C:14][CH3:15])[CH2:9][Cl:10])=[C:4]([Cl:12])[CH:3]=1. The catalyst class is: 1. (4) Reactant: [F:1][C:2]1[CH:3]=[C:4]([Cl:12])[C:5]([O:10][CH3:11])=[C:6]([CH:9]=1)[CH:7]=[O:8].[CH3:13][Mg]Br. Product: [F:1][C:2]1[CH:3]=[C:4]([Cl:12])[C:5]([O:10][CH3:11])=[C:6]([CH:7]([OH:8])[CH3:13])[CH:9]=1. The catalyst class is: 27. (5) The catalyst class is: 12. Reactant: [ClH:1].[O:2]=[C:3]1[CH2:8][CH2:7][CH:6]([NH:9]C(=O)OC(C)(C)C)[CH2:5][CH2:4]1. Product: [ClH:1].[NH2:9][CH:6]1[CH2:7][CH2:8][C:3](=[O:2])[CH2:4][CH2:5]1. (6) Reactant: CN([C:9]1[N:14]2[N:15]=[CH:16][C:17]([CH:18]=[CH:19][C:20]([O:22][CH2:23][CH3:24])=[O:21])=[C:13]2[N:12]=[CH:11][N:10]=1)C1C=CC=CC=1.[OH-:25].[Na+]. Product: [O:25]=[C:9]1[N:14]2[N:15]=[CH:16][C:17]([CH:18]=[CH:19][C:20]([O:22][CH2:23][CH3:24])=[O:21])=[C:13]2[N:12]=[CH:11][NH:10]1. The catalyst class is: 315. (7) Reactant: [OH:1][C:2]([C:5]1[NH:9][N:8]=[C:7]([C:10]([O:12]CC)=[O:11])[CH:6]=1)([CH3:4])[CH3:3].[OH-].[Na+].Cl. Product: [OH:1][C:2]([C:5]1[NH:9][N:8]=[C:7]([C:10]([OH:12])=[O:11])[CH:6]=1)([CH3:4])[CH3:3]. The catalyst class is: 353. (8) Reactant: [F:1][C:2]1[CH:7]=[CH:6][C:5]([F:8])=[CH:4][C:3]=1[C@H:9]1[CH2:13][CH2:12][CH2:11][N:10]1[C:14]1[CH:19]=[CH:18][N:17]2[N:20]=[CH:21][C:22](/[CH:23]=[CH:24]/[C:25]([OH:27])=O)=[C:16]2[N:15]=1.CN(C(ON1N=NC2C=CC=NC1=2)=[N+](C)C)C.F[P-](F)(F)(F)(F)F.CCN(C(C)C)C(C)C.[NH:61]1[CH2:66][CH2:65][O:64][CH2:63][CH2:62]1. Product: [F:1][C:2]1[CH:7]=[CH:6][C:5]([F:8])=[CH:4][C:3]=1[C@H:9]1[CH2:13][CH2:12][CH2:11][N:10]1[C:14]1[CH:19]=[CH:18][N:17]2[N:20]=[CH:21][C:22](/[CH:23]=[CH:24]/[C:25]([N:61]3[CH2:66][CH2:65][O:64][CH2:63][CH2:62]3)=[O:27])=[C:16]2[N:15]=1. The catalyst class is: 3. (9) Reactant: [ClH:1].C(OC([NH:9][CH2:10][C@H:11]1[CH2:16][CH2:15][C@H:14]([C:17]([NH:19][C@H:20]([C:52](=[O:65])[NH:53][C:54]2[CH:59]=[CH:58][C:57]([C:60]3[N:61]=[N:62][NH:63][N:64]=3)=[CH:56][CH:55]=2)[CH2:21][C:22]2[CH:23]=[CH:24][C:25]([O:50][CH3:51])=[C:26]([C:28]3[CH:33]=[CH:32][C:31]([C:34]([NH:36][C@@H:37]4[CH2:41][CH2:40][N:39](C(OC(C)(C)C)=O)[CH2:38]4)=[O:35])=[CH:30][C:29]=3[CH3:49])[CH:27]=2)=[O:18])[CH2:13][CH2:12]1)=O)(C)(C)C. Product: [ClH:1].[NH2:9][CH2:10][C@H:11]1[CH2:16][CH2:15][C@H:14]([C:17]([NH:19][C@H:20]([C:52](=[O:65])[NH:53][C:54]2[CH:55]=[CH:56][C:57]([C:60]3[N:61]=[N:62][NH:63][N:64]=3)=[CH:58][CH:59]=2)[CH2:21][C:22]2[CH:23]=[CH:24][C:25]([O:50][CH3:51])=[C:26]([C:28]3[CH:33]=[CH:32][C:31]([C:34]([NH:36][C@@H:37]4[CH2:41][CH2:40][NH:39][CH2:38]4)=[O:35])=[CH:30][C:29]=3[CH3:49])[CH:27]=2)=[O:18])[CH2:13][CH2:12]1. The catalyst class is: 12.